Dataset: Forward reaction prediction with 1.9M reactions from USPTO patents (1976-2016). Task: Predict the product of the given reaction. (1) Given the reactants C1C(=O)N([Br:8])C(=O)C1.[NH:9]1[CH:13]=[CH:12][C:11]([C:14]([O:16][CH3:17])=[O:15])=[CH:10]1, predict the reaction product. The product is: [Br:8][C:13]1[NH:9][CH:10]=[C:11]([C:14]([O:16][CH3:17])=[O:15])[CH:12]=1. (2) Given the reactants Cl[C:2]1[CH:7]=[C:6]([Cl:8])[N:5]=[C:4]([NH:9][C@H:10]([C:12]2[CH:17]=[CH:16][C:15]([F:18])=[CH:14][CH:13]=2)[CH3:11])[N:3]=1.[NH:19]1[CH2:23][CH2:22][CH2:21][C:20]1=[O:24].P([O-])([O-])([O-])=O.[K+].[K+].[K+], predict the reaction product. The product is: [Cl:8][C:6]1[N:5]=[C:4]([NH:9][C@H:10]([C:12]2[CH:17]=[CH:16][C:15]([F:18])=[CH:14][CH:13]=2)[CH3:11])[N:3]=[C:2]([N:19]2[CH2:23][CH2:22][CH2:21][C:20]2=[O:24])[CH:7]=1. (3) Given the reactants [CH2:1]([N:3]([CH2:15][CH3:16])[C:4]1[CH:14]=[CH:13][C:7]2[CH:8]=[C:9]([CH:11]=O)[O:10][C:6]=2[CH:5]=1)[CH3:2].[C:17]([CH2:20][CH2:21][CH2:22][CH2:23][CH2:24][N+:25]1[CH:30]=[C:29]([S:31]([O-:34])(=[O:33])=[O:32])[CH:28]=[CH:27][C:26]=1[CH3:35])([OH:19])=[O:18].[CH3:36][N+:37]([CH2:40][C:41]([OH:43])=[O:42])([CH3:39])[CH3:38], predict the reaction product. The product is: [C:17]([CH2:20][CH2:21][CH2:22][CH2:23][CH2:24][N+:25]1[CH:30]=[C:29]([S:31]([O-:34])(=[O:33])=[O:32])[CH:28]=[CH:27][C:26]=1/[CH:35]=[CH:11]/[C:9]1[O:10][C:6]2[CH:5]=[C:4]([N:3]([CH2:1][CH3:2])[CH2:15][CH3:16])[CH:14]=[CH:13][C:7]=2[CH:8]=1)([OH:19])=[O:18].[CH3:36][N+:37]([CH2:40][C:41]([OH:43])=[O:42])([CH3:39])[CH3:38]. (4) Given the reactants [Cl:1][C:2]1[C:23]([Cl:24])=[CH:22][CH:21]=[CH:20][C:3]=1[C:4]([N:6]1[CH2:11][C@@H:10]2[CH2:12][C@H:7]1[CH2:8][N:9]2C(OC(C)(C)C)=O)=[O:5].CO.Cl, predict the reaction product. The product is: [Cl:1][C:2]1[C:23]([Cl:24])=[CH:22][CH:21]=[CH:20][C:3]=1[C:4]([N:6]1[CH2:11][C@@H:10]2[CH2:12][C@H:7]1[CH2:8][NH:9]2)=[O:5]. (5) Given the reactants [CH2:1]([O:8][C:9]1[CH:10]=[CH:11][C:12]([C@@H:20]([O:23][Si:24]([C:27]([CH3:30])([CH3:29])[CH3:28])([CH3:26])[CH3:25])[CH2:21]Br)=[C:13]2[C:18]=1[NH:17][C:16](=[O:19])[CH:15]=[CH:14]2)[C:2]1[CH:7]=[CH:6][CH:5]=[CH:4][CH:3]=1.[I-].[Na+].[N-:33]=[N+:34]=[N-:35].[Na+], predict the reaction product. The product is: [N:33]([CH2:21][C@@H:20]([C:12]1[CH:11]=[CH:10][C:9]([O:8][CH2:1][C:2]2[CH:7]=[CH:6][CH:5]=[CH:4][CH:3]=2)=[C:18]2[C:13]=1[CH:14]=[CH:15][C:16](=[O:19])[NH:17]2)[O:23][Si:24]([C:27]([CH3:30])([CH3:29])[CH3:28])([CH3:26])[CH3:25])=[N+:34]=[N-:35]. (6) The product is: [Cl:19][C:15]1[CH:16]=[CH:17][CH:18]=[C:13]([Cl:12])[C:14]=1[C:20]1[CH:24]=[C:23]([C:25]2[CH:30]=[C:29]([NH:31][CH2:32][CH2:33][C:3]([O:7][CH:8]([CH3:9])[CH3:10])=[O:11])[CH:28]=[CH:27][N:26]=2)[O:22][N:21]=1. Given the reactants [I-].[Na+].[C:3](=[O:11])([O:7][CH:8]([CH3:10])[CH3:9])OCCl.[Cl:12][C:13]1[CH:18]=[CH:17][CH:16]=[C:15]([Cl:19])[C:14]=1[C:20]1[CH:24]=[C:23]([C:25]2[CH:30]=[C:29]([NH2:31])[CH:28]=[CH:27][N:26]=2)[O:22][N:21]=1.[CH3:32][C:33](C)=O, predict the reaction product. (7) Given the reactants [C:1]([O-:4])(=[O:3])[CH3:2].[Na+].C(OC(=O)C)(=O)C.[N+:13]([CH2:16][CH2:17]O)([O-:15])=[O:14], predict the reaction product. The product is: [N+:13]([CH2:16][CH2:17][O:3][C:1](=[O:4])[CH3:2])([O-:15])=[O:14]. (8) The product is: [CH2:1]([N:8]1[CH2:13][CH2:12][CH:11]([NH:15][CH:16]2[C:21](=[O:22])[N:20]3[CH:23]([CH2:31][C:32]4[CH:37]=[CH:36][C:35]([Cl:38])=[CH:34][CH:33]=4)[C:24](=[O:30])[N:25]([CH:27]([CH3:28])[CH3:29])[CH2:26][CH:19]3[N:18]([S:39]([C:42]3[CH:47]=[CH:46][C:45]([Cl:48])=[CH:44][C:43]=3[Cl:49])(=[O:41])=[O:40])[CH2:17]2)[CH2:10][CH2:9]1)[C:2]1[CH:7]=[CH:6][CH:5]=[CH:4][CH:3]=1. Given the reactants [CH2:1]([N:8]1[CH2:13][CH2:12][C:11](=O)[CH2:10][CH2:9]1)[C:2]1[CH:7]=[CH:6][CH:5]=[CH:4][CH:3]=1.[NH2:15][CH:16]1[C:21](=[O:22])[N:20]2[CH:23]([CH2:31][C:32]3[CH:37]=[CH:36][C:35]([Cl:38])=[CH:34][CH:33]=3)[C:24](=[O:30])[N:25]([CH:27]([CH3:29])[CH3:28])[CH2:26][CH:19]2[N:18]([S:39]([C:42]2[CH:47]=[CH:46][C:45]([Cl:48])=[CH:44][C:43]=2[Cl:49])(=[O:41])=[O:40])[CH2:17]1, predict the reaction product.